Predict which catalyst facilitates the given reaction. From a dataset of Catalyst prediction with 721,799 reactions and 888 catalyst types from USPTO. (1) Product: [C:4]([CH2:3][CH2:2][NH:1][C:11](=[O:12])[C:10]1[CH:15]=[CH:16][C:17]([N:18]([CH3:29])[C:19]2[N:24]=[CH:23][C:22]3[N:25]=[CH:26][N:27]([CH3:28])[C:21]=3[CH:20]=2)=[C:8]([CH2:6][CH3:7])[CH:9]=1)#[N:5]. Reactant: [NH2:1][CH2:2][CH2:3][C:4]#[N:5].[CH2:6]([C:8]1[CH:9]=[C:10]([CH:15]=[CH:16][C:17]=1[N:18]([CH3:29])[C:19]1[N:24]=[CH:23][C:22]2[N:25]=[CH:26][N:27]([CH3:28])[C:21]=2[CH:20]=1)[C:11](OC)=[O:12])[CH3:7]. The catalyst class is: 49. (2) Reactant: [CH3:1][CH:2]([C:8]([O:10][CH2:11][CH3:12])=[O:9])[C:3]([O:5][CH2:6][CH3:7])=[O:4].[H-].[Na+].[Cl:15][C:16]1[N:21]=[C:20](Cl)[C:19]([F:23])=[CH:18][N:17]=1. Product: [Cl:15][C:16]1[N:21]=[C:20]([C:2]([CH3:1])([C:3]([O:5][CH2:6][CH3:7])=[O:4])[C:8]([O:10][CH2:11][CH3:12])=[O:9])[C:19]([F:23])=[CH:18][N:17]=1. The catalyst class is: 1. (3) Reactant: C(OC([N:8]1[CH2:13][CH2:12][N:11]([C:14]2[CH:19]=[N:18][CH:17]=[C:16]([O:20][CH2:21][C:22]3[S:23][CH:24]=[C:25]([CH3:27])[N:26]=3)[N:15]=2)[CH2:10][CH2:9]1)=O)(C)(C)C.Cl. Product: [CH3:27][C:25]1[N:26]=[C:22]([CH2:21][O:20][C:16]2[N:15]=[C:14]([N:11]3[CH2:10][CH2:9][NH:8][CH2:13][CH2:12]3)[CH:19]=[N:18][CH:17]=2)[S:23][CH:24]=1. The catalyst class is: 12. (4) Reactant: [Cl:1][C:2]1[CH:3]=[CH:4][C:5]([NH:19][CH2:20][C:21]2[CH:26]=[CH:25][C:24]([O:27][CH3:28])=[CH:23][C:22]=2[O:29][CH3:30])=[C:6]([CH:8]([C:10]2[CH:15]=[CH:14][CH:13]=[C:12]([O:16][CH3:17])[C:11]=2[Cl:18])[OH:9])[CH:7]=1.C(=O)([O-])O.[Na+].Cl/[C:37](=[CH:43]\[C:44]([O-])=[O:45])/[C:38]([O:40][CH2:41][CH3:42])=[O:39]. Product: [Cl:1][C:2]1[CH:3]=[CH:4][C:5]([N:19]([CH2:20][C:21]2[CH:26]=[CH:25][C:24]([O:27][CH3:28])=[CH:23][C:22]=2[O:29][CH3:30])[C:44](=[O:45])/[CH:43]=[CH:37]/[C:38]([O:40][CH2:41][CH3:42])=[O:39])=[C:6]([CH:8]([C:10]2[CH:15]=[CH:14][CH:13]=[C:12]([O:16][CH3:17])[C:11]=2[Cl:18])[OH:9])[CH:7]=1. The catalyst class is: 4. (5) Product: [CH2:1]([N:8]1[C:16]2[C:11](=[CH:12][CH:13]=[C:14]([C:17]([O:19][CH2:20][C:21]3[CH:26]=[CH:25][CH:24]=[CH:23][CH:22]=3)=[O:18])[CH:15]=2)[CH2:10][CH2:9]1)[C:2]1[CH:3]=[CH:4][CH:5]=[CH:6][CH:7]=1. Reactant: [CH2:1]([N:8]1[C:16]2[C:11](=[CH:12][CH:13]=[C:14]([C:17]([O:19][CH2:20][C:21]3[CH:26]=[CH:25][CH:24]=[CH:23][CH:22]=3)=[O:18])[CH:15]=2)[CH:10]=[CH:9]1)[C:2]1[CH:7]=[CH:6][CH:5]=[CH:4][CH:3]=1.C([BH3-])#N.[Na+]. The catalyst class is: 15. (6) Reactant: Cl[CH2:2][CH2:3][CH2:4][S:5][S:6]([C:9]1[CH:14]=[CH:13][C:12]([CH3:15])=[CH:11][CH:10]=1)(=[O:8])=[O:7].[CH3:16][N:17]1[CH2:22][CH2:21][NH:20][CH2:19][CH2:18]1.C(=O)([O-])[O-].[K+].[K+]. Product: [CH3:16][N:17]1[CH2:22][CH2:21][N:20]([CH2:2][CH2:3][CH2:4][S:5][S:6]([C:9]2[CH:14]=[CH:13][C:12]([CH3:15])=[CH:11][CH:10]=2)(=[O:8])=[O:7])[CH2:19][CH2:18]1. The catalyst class is: 10.